The task is: Predict which catalyst facilitates the given reaction.. This data is from Catalyst prediction with 721,799 reactions and 888 catalyst types from USPTO. (1) Reactant: [N+:1]([C:4]1[CH:5]=[C:6]([CH2:10][C:11]#[N:12])[CH:7]=[CH:8][CH:9]=1)([O-:3])=[O:2].Cl. Product: [N+:1]([C:4]1[CH:5]=[C:6]([CH2:10][CH2:11][NH2:12])[CH:7]=[CH:8][CH:9]=1)([O-:3])=[O:2]. The catalyst class is: 12. (2) Reactant: [N:1]([C@H:4]1[CH2:28][CH2:27][C@@:26]2([CH3:29])[C:6](=[CH:7][CH2:8][C@@H:9]3[C@@H:25]2[CH2:24][CH2:23][C@@:22]2([CH3:30])[C@H:10]3[CH2:11][CH2:12][C@@H:13]2[C@H:14]([CH3:21])[CH2:15][CH2:16][CH2:17][CH:18]([CH3:20])[CH3:19])[CH2:5]1)=[N+]=[N-].[H-].[H-].[H-].[H-].[Li+].[Al+3]. Product: [NH2:1][C@H:4]1[CH2:28][CH2:27][C@@:26]2([CH3:29])[C:6](=[CH:7][CH2:8][C@@H:9]3[C@@H:25]2[CH2:24][CH2:23][C@@:22]2([CH3:30])[C@H:10]3[CH2:11][CH2:12][C@@H:13]2[C@H:14]([CH3:21])[CH2:15][CH2:16][CH2:17][CH:18]([CH3:20])[CH3:19])[CH2:5]1. The catalyst class is: 27.